This data is from Reaction yield outcomes from USPTO patents with 853,638 reactions. The task is: Predict the reaction yield, written as a fraction of the theoretical maximum amount of product (1.0 means a 100% yield; for example, 0.34 means a 34% yield). (1) The reactants are [NH:1]([C:8]([C@H:10]1[N:14]2[C:15](=[O:41])[C:16]([N:19]([CH2:30][C:31]3[CH:36]=[CH:35][CH:34]=[C:33]([C:37]([F:40])([F:39])[F:38])[CH:32]=3)[C:20](=[O:29])[O:21][CH2:22][C:23]3[CH:28]=[CH:27][CH:26]=[CH:25][CH:24]=3)=[CH:17][N:18]=[C:13]2[CH:12]([CH3:42])[CH2:11]1)=[O:9])[C:2]1[CH:7]=[CH:6][CH:5]=[CH:4][CH:3]=1.[CH2:43](Br)[CH:44]=C.[CH2:47]1COCC1. No catalyst specified. The product is [CH2:42]([C@@:12]1([CH3:47])[C:13]2=[N:18][CH:17]=[C:16]([N:19]([CH2:30][C:31]3[CH:36]=[CH:35][CH:34]=[C:33]([C:37]([F:40])([F:39])[F:38])[CH:32]=3)[C:20](=[O:29])[O:21][CH2:22][C:23]3[CH:28]=[CH:27][CH:26]=[CH:25][CH:24]=3)[C:15](=[O:41])[N:14]2[C@H:10]([C:8]([NH:1][C:2]2[CH:7]=[CH:6][CH:5]=[CH:4][CH:3]=2)=[O:9])[CH2:11]1)[CH:43]=[CH2:44]. The yield is 0.480. (2) The reactants are Cl.Cl.[F:3][C:4]1[CH:9]=[C:8]([C:10]#[N:11])[CH:7]=[CH:6][C:5]=1[C:12]1[CH:17]=[CH:16][C:15]([O:18][C:19]([F:22])([F:21])[F:20])=[C:14]([CH2:23][NH:24][C@H:25]2[CH2:30][CH2:29][NH:28][CH2:27][C@H:26]2[C:31]2[CH:36]=[CH:35][CH:34]=[CH:33][CH:32]=2)[CH:13]=1.[C:37](O)(=[O:40])[CH2:38][OH:39].CCN=C=NCCCN(C)C.Cl.C1C=CC2N(O)N=NC=2C=1. The catalyst is CN(C=O)C.O.CCN(CC)CC. The product is [F:3][C:4]1[CH:9]=[C:8]([C:10]#[N:11])[CH:7]=[CH:6][C:5]=1[C:12]1[CH:17]=[CH:16][C:15]([O:18][C:19]([F:21])([F:22])[F:20])=[C:14]([CH2:23][NH:24][C@H:25]2[CH2:30][CH2:29][N:28]([C:38](=[O:39])[CH2:37][OH:40])[CH2:27][C@H:26]2[C:31]2[CH:32]=[CH:33][CH:34]=[CH:35][CH:36]=2)[CH:13]=1. The yield is 0.680. (3) The yield is 0.950. The reactants are Cl[C:2]1[C:3]([C:19]2[CH:24]=[CH:23][C:22]([Cl:25])=[CH:21][CH:20]=2)=[C:4]([C:12]2[CH:17]=[CH:16][C:15]([Cl:18])=[CH:14][CH:13]=2)[C:5]2[N:6]([C:8](=[O:11])[NH:9][N:10]=2)[N:7]=1.C1C[O:29]CC1.C[Si](C)(C)[O-].[K+].Cl. The catalyst is O. The product is [Cl:18][C:15]1[CH:14]=[CH:13][C:12]([C:4]2[C:5](=[O:29])[NH:10][N:9]3[C:8](=[O:11])[NH:6][N:7]=[C:2]3[C:3]=2[C:19]2[CH:20]=[CH:21][C:22]([Cl:25])=[CH:23][CH:24]=2)=[CH:17][CH:16]=1. (4) The reactants are [F:1][C:2]1[CH:7]=[CH:6][CH:5]=[C:4]([F:8])[C:3]=1[N:9]1[C:14]2[N:15]=[C:16]([N:29]3[CH2:34][CH2:33][CH:32]([N:35]4[CH2:40][CH2:39][CH:38]([CH3:41])[CH2:37][CH2:36]4)[CH2:31][CH2:30]3)[N:17]=[C:18]([C:19]3[CH:20]=[C:21]([CH:25]=[CH:26][C:27]=3[CH3:28])[C:22](O)=[O:23])[C:13]=2[CH:12]=[CH:11][C:10]1=[O:42].CN(C(ON1N=NC2C=CC=CC1=2)=[N+](C)C)C.F[P-](F)(F)(F)(F)F.C(N(CC)CC)C.[CH2:74]([NH2:78])[CH:75]([CH3:77])[CH3:76]. The catalyst is CN(C=O)C. The product is [F:8][C:4]1[CH:5]=[CH:6][CH:7]=[C:2]([F:1])[C:3]=1[N:9]1[C:14]2[N:15]=[C:16]([N:29]3[CH2:30][CH2:31][CH:32]([N:35]4[CH2:36][CH2:37][CH:38]([CH3:41])[CH2:39][CH2:40]4)[CH2:33][CH2:34]3)[N:17]=[C:18]([C:19]3[CH:20]=[C:21]([CH:25]=[CH:26][C:27]=3[CH3:28])[C:22]([NH:78][CH2:74][CH:75]([CH3:77])[CH3:76])=[O:23])[C:13]=2[CH:12]=[CH:11][C:10]1=[O:42]. The yield is 0.530.